Dataset: Catalyst prediction with 721,799 reactions and 888 catalyst types from USPTO. Task: Predict which catalyst facilitates the given reaction. (1) Reactant: [C:1]([O:4][C@@H:5]([C@H:8]([C@@H:13]([C@@H:18]([CH2:23][O:24][C:25](=[O:27])[CH3:26])[O:19][C:20](=[O:22])[CH3:21])[O:14][C:15](=[O:17])[CH3:16])[O:9][C:10](=[O:12])C)C=O)(=[O:3])[CH3:2].N1CCOCC1. Product: [C:25]([O:24][C@H:23]1[C@@H:18]([O:19][C:20](=[O:22])[CH3:21])[C@H:13]([O:14][C:15](=[O:17])[CH3:16])[C@@H:8]([CH2:5][O:4][C:1](=[O:3])[CH3:2])[O:9][CH:10]1[OH:12])(=[O:27])[CH3:26]. The catalyst class is: 2. (2) Reactant: C(OC([N:8]1[CH2:12][CH2:11][CH2:10][C@H:9]1[C:13](=[O:18])[NH:14][CH:15]1[CH2:17][CH2:16]1)=O)(C)(C)C.[ClH:19]. Product: [ClH:19].[CH:15]1([NH:14][C:13]([C@@H:9]2[CH2:10][CH2:11][CH2:12][NH:8]2)=[O:18])[CH2:17][CH2:16]1. The catalyst class is: 11. (3) Reactant: [Si]([O:18][CH2:19][CH2:20][C:21]([F:32])([F:31])[CH2:22][P:23](=[O:30])([O:27][CH2:28][CH3:29])[O:24][CH2:25][CH3:26])(C(C)(C)C)(C1C=CC=CC=1)C1C=CC=CC=1.Cl. Product: [OH:18][CH2:19][CH2:20][C:21]([F:32])([F:31])[CH2:22][P:23](=[O:30])([O:24][CH2:25][CH3:26])[O:27][CH2:28][CH3:29]. The catalyst class is: 5. (4) Reactant: [BH4-].[Na+].[CH2:3]([O:10][C:11]([NH:13][C@@H:14]([CH2:19][NH:20][C:21]([O:23][C:24]([CH3:27])([CH3:26])[CH3:25])=[O:22])[C:15](OC)=[O:16])=[O:12])[C:4]1[CH:9]=[CH:8][CH:7]=[CH:6][CH:5]=1.Cl. Product: [CH2:3]([O:10][C:11]([NH:13][C@@H:14]([CH2:19][NH:20][C:21]([O:23][C:24]([CH3:27])([CH3:26])[CH3:25])=[O:22])[CH2:15][OH:16])=[O:12])[C:4]1[CH:5]=[CH:6][CH:7]=[CH:8][CH:9]=1. The catalyst class is: 5. (5) Reactant: [CH2:1]([N:8]([CH:40]1[CH2:45][CH2:44][CH2:43][CH2:42][CH2:41]1)[C:9](=[O:39])[C:10]1[CH:15]=[C:14]([N:16]2[CH2:21][CH2:20][N:19]([CH2:22][CH2:23][CH:24]([C:31]3[CH:36]=[CH:35][CH:34]=[CH:33][CH:32]=3)[C:25]3[CH:30]=[CH:29][CH:28]=[CH:27][CH:26]=3)[CH2:18][CH2:17]2)[CH:13]=[CH:12][C:11]=1[O:37]C)[C:2]1[CH:7]=[CH:6][CH:5]=[CH:4][CH:3]=1.B(Br)(Br)Br.O.C(=O)([O-])O.[Na+]. Product: [CH2:1]([N:8]([CH:40]1[CH2:45][CH2:44][CH2:43][CH2:42][CH2:41]1)[C:9](=[O:39])[C:10]1[CH:15]=[C:14]([N:16]2[CH2:21][CH2:20][N:19]([CH2:22][CH2:23][CH:24]([C:25]3[CH:30]=[CH:29][CH:28]=[CH:27][CH:26]=3)[C:31]3[CH:32]=[CH:33][CH:34]=[CH:35][CH:36]=3)[CH2:18][CH2:17]2)[CH:13]=[CH:12][C:11]=1[OH:37])[C:2]1[CH:7]=[CH:6][CH:5]=[CH:4][CH:3]=1. The catalyst class is: 4.